Dataset: Experimentally validated miRNA-target interactions with 360,000+ pairs, plus equal number of negative samples. Task: Binary Classification. Given a miRNA mature sequence and a target amino acid sequence, predict their likelihood of interaction. The miRNA is mmu-miR-374b-5p with sequence AUAUAAUACAACCUGCUAAGUG. The protein sequence of the target gene is MMMMSLNSKQAFSMPHAGSLHVEPKYSALHSASPGSSAPAAPSASSPSSSSNAGGGGGGGGGGGGGGRSSSSSSSGSGGSGGGGGSEAMRRACLPTPPSNIFGGLDESLLARAEALAAVDIVSQSKSHHHHPPHHSPFKPDATYHTMNTIPCTSAASSSSVPISHPSALAGTHHHHHHHHHHHHQPHQALEGELLEHLSPGLALGAMAGPDGTVVSTPAHAPHMATMNPMHQAALSMAHAHGLPSHMGCMSDVDADPRDLEAFAERFKQRRIKLGVTQADVGSALANLKIPGVGSLSQST.... Result: 1 (interaction).